Dataset: Catalyst prediction with 721,799 reactions and 888 catalyst types from USPTO. Task: Predict which catalyst facilitates the given reaction. (1) Reactant: C([N:8]1[C:14]2[CH:15]=[CH:16][CH:17]=[CH:18][C:13]=2[C:12](=[O:19])[NH:11][CH2:10][CH2:9]1)C1C=CC=CC=1. Product: [NH:8]1[C:14]2[CH:15]=[CH:16][CH:17]=[CH:18][C:13]=2[C:12](=[O:19])[NH:11][CH2:10][CH2:9]1. The catalyst class is: 129. (2) Reactant: [CH3:1][O:2][C:3]1[N:8]=[CH:7][C:6]([N:9]2[C:13]([C:14]3[CH:19]=[CH:18][C:17]([CH3:20])=[CH:16][N:15]=3)=[CH:12][C:11]([C:21]([O:23]CC)=[O:22])=[N:10]2)=[CH:5][CH:4]=1.[OH-].[Na+]. The catalyst class is: 5. Product: [CH3:1][O:2][C:3]1[N:8]=[CH:7][C:6]([N:9]2[C:13]([C:14]3[CH:19]=[CH:18][C:17]([CH3:20])=[CH:16][N:15]=3)=[CH:12][C:11]([C:21]([OH:23])=[O:22])=[N:10]2)=[CH:5][CH:4]=1. (3) Reactant: [CH3:1][C:2]1[C:6]([C:7]2[CH:8]=[C:9]3[NH:15][CH:14]=[CH:13][C:10]3=[N:11][CH:12]=2)=[C:5]([CH3:16])[O:4][N:3]=1.[H-].[Na+].[CH3:19][O:20][C:21]1[CH:26]=[CH:25][C:24]([S:27](Cl)(=[O:29])=[O:28])=[CH:23][CH:22]=1.O. Product: [CH3:19][O:20][C:21]1[CH:22]=[CH:23][C:24]([S:27]([N:15]2[C:9]3[C:10](=[N:11][CH:12]=[C:7]([C:6]4[C:2]([CH3:1])=[N:3][O:4][C:5]=4[CH3:16])[CH:8]=3)[CH:13]=[CH:14]2)(=[O:29])=[O:28])=[CH:25][CH:26]=1. The catalyst class is: 7. (4) Reactant: [CH3:1][O:2][C:3](=[O:33])/[C:4](/[NH:22]C(OCC1C=CC=CC=1)=O)=[CH:5]/[C:6]1[CH:11]=[C:10]([O:12][CH2:13][C:14]2[CH:19]=[CH:18][CH:17]=[CH:16][CH:15]=2)[C:9]([CH3:20])=[CH:8][C:7]=1Br.C([O-])(=O)C.[Cs+].N. Product: [CH3:1][O:2][C:3]([C:4]1[NH:22][C:7]2[C:6]([CH:5]=1)=[CH:11][C:10]([O:12][CH2:13][C:14]1[CH:19]=[CH:18][CH:17]=[CH:16][CH:15]=1)=[C:9]([CH3:20])[CH:8]=2)=[O:33]. The catalyst class is: 156.